Dataset: NCI-60 drug combinations with 297,098 pairs across 59 cell lines. Task: Regression. Given two drug SMILES strings and cell line genomic features, predict the synergy score measuring deviation from expected non-interaction effect. Drug 1: CCC1(CC2CC(C3=C(CCN(C2)C1)C4=CC=CC=C4N3)(C5=C(C=C6C(=C5)C78CCN9C7C(C=CC9)(C(C(C8N6C=O)(C(=O)OC)O)OC(=O)C)CC)OC)C(=O)OC)O.OS(=O)(=O)O. Drug 2: CCC(=C(C1=CC=CC=C1)C2=CC=C(C=C2)OCCN(C)C)C3=CC=CC=C3.C(C(=O)O)C(CC(=O)O)(C(=O)O)O. Cell line: HS 578T. Synergy scores: CSS=47.2, Synergy_ZIP=2.58, Synergy_Bliss=2.87, Synergy_Loewe=-53.0, Synergy_HSA=-0.474.